Dataset: NCI-60 drug combinations with 297,098 pairs across 59 cell lines. Task: Regression. Given two drug SMILES strings and cell line genomic features, predict the synergy score measuring deviation from expected non-interaction effect. (1) Drug 1: CS(=O)(=O)OCCCCOS(=O)(=O)C. Drug 2: COCCOC1=C(C=C2C(=C1)C(=NC=N2)NC3=CC=CC(=C3)C#C)OCCOC.Cl. Cell line: HL-60(TB). Synergy scores: CSS=33.0, Synergy_ZIP=-0.798, Synergy_Bliss=2.63, Synergy_Loewe=3.75, Synergy_HSA=3.91. (2) Cell line: NCI-H226. Drug 2: C(CCl)NC(=O)N(CCCl)N=O. Drug 1: CC1=C(C=C(C=C1)NC2=NC=CC(=N2)N(C)C3=CC4=NN(C(=C4C=C3)C)C)S(=O)(=O)N.Cl. Synergy scores: CSS=16.4, Synergy_ZIP=-2.08, Synergy_Bliss=0.974, Synergy_Loewe=-0.948, Synergy_HSA=0.665. (3) Drug 1: C1CN1P(=S)(N2CC2)N3CC3. Drug 2: COC1=C2C(=CC3=C1OC=C3)C=CC(=O)O2. Cell line: OVCAR-8. Synergy scores: CSS=8.07, Synergy_ZIP=0.579, Synergy_Bliss=0.865, Synergy_Loewe=-4.92, Synergy_HSA=0.489. (4) Drug 2: CC1C(C(CC(O1)OC2CC(OC(C2O)C)OC3=CC4=CC5=C(C(=O)C(C(C5)C(C(=O)C(C(C)O)O)OC)OC6CC(C(C(O6)C)O)OC7CC(C(C(O7)C)O)OC8CC(C(C(O8)C)O)(C)O)C(=C4C(=C3C)O)O)O)O. Cell line: SR. Synergy scores: CSS=61.5, Synergy_ZIP=2.32, Synergy_Bliss=-0.361, Synergy_Loewe=-6.29, Synergy_HSA=-0.474. Drug 1: CC1CCC2CC(C(=CC=CC=CC(CC(C(=O)C(C(C(=CC(C(=O)CC(OC(=O)C3CCCCN3C(=O)C(=O)C1(O2)O)C(C)CC4CCC(C(C4)OC)OCCO)C)C)O)OC)C)C)C)OC. (5) Drug 1: CN(C)C1=NC(=NC(=N1)N(C)C)N(C)C. Drug 2: C1C(C(OC1N2C=NC3=C(N=C(N=C32)Cl)N)CO)O. Cell line: COLO 205. Synergy scores: CSS=-1.08, Synergy_ZIP=-3.85, Synergy_Bliss=-3.73, Synergy_Loewe=-34.6, Synergy_HSA=-9.80. (6) Drug 1: C1=CC=C(C(=C1)C(C2=CC=C(C=C2)Cl)C(Cl)Cl)Cl. Drug 2: CC1C(C(CC(O1)OC2CC(CC3=C2C(=C4C(=C3O)C(=O)C5=C(C4=O)C(=CC=C5)OC)O)(C(=O)CO)O)N)O.Cl. Cell line: SNB-19. Synergy scores: CSS=48.6, Synergy_ZIP=-4.60, Synergy_Bliss=-5.41, Synergy_Loewe=-1.51, Synergy_HSA=-0.338. (7) Drug 1: CCN(CC)CCCC(C)NC1=C2C=C(C=CC2=NC3=C1C=CC(=C3)Cl)OC. Drug 2: C(CCl)NC(=O)N(CCCl)N=O. Cell line: OVCAR-8. Synergy scores: CSS=34.1, Synergy_ZIP=-6.65, Synergy_Bliss=2.07, Synergy_Loewe=-5.23, Synergy_HSA=1.62. (8) Drug 1: C1CN1C2=NC(=NC(=N2)N3CC3)N4CC4. Drug 2: C(CCl)NC(=O)N(CCCl)N=O. Cell line: SK-MEL-5. Synergy scores: CSS=41.1, Synergy_ZIP=-3.80, Synergy_Bliss=-3.23, Synergy_Loewe=-17.8, Synergy_HSA=-0.393. (9) Synergy scores: CSS=22.7, Synergy_ZIP=-10.0, Synergy_Bliss=-1.53, Synergy_Loewe=-3.84, Synergy_HSA=-0.151. Drug 2: C1=NC2=C(N=C(N=C2N1C3C(C(C(O3)CO)O)O)F)N. Cell line: NCI/ADR-RES. Drug 1: C1=CC(=C2C(=C1NCCNCCO)C(=O)C3=C(C=CC(=C3C2=O)O)O)NCCNCCO.